From a dataset of Reaction yield outcomes from USPTO patents with 853,638 reactions. Predict the reaction yield, written as a fraction of the theoretical maximum amount of product (1.0 means a 100% yield; for example, 0.34 means a 34% yield). (1) The reactants are [F:1][CH:2]([F:27])[C:3]1[CH:26]=[CH:25][C:6]([O:7][C:8]2[C:13]3[CH:14]=[C:15]([C:17](O)=[O:18])[O:16][C:12]=3[CH:11]=[C:10]([C:20]([O:22][CH2:23][CH3:24])=[O:21])[CH:9]=2)=[CH:5][CH:4]=1.[CH3:28][N:29](C(ON1N=NC2C=CC=NC1=2)=[N+](C)C)[CH3:30].F[P-](F)(F)(F)(F)F.CCN(C(C)C)C(C)C.Cl.CNC. The catalyst is CN(C=O)C.O. The product is [F:1][CH:2]([F:27])[C:3]1[CH:26]=[CH:25][C:6]([O:7][C:8]2[C:13]3[CH:14]=[C:15]([C:17]([N:29]([CH3:30])[CH3:28])=[O:18])[O:16][C:12]=3[CH:11]=[C:10]([C:20]([O:22][CH2:23][CH3:24])=[O:21])[CH:9]=2)=[CH:5][CH:4]=1. The yield is 0.700. (2) The product is [C:16]1([CH2:15][CH2:14][CH2:13][CH2:12][CH2:11][CH2:10][C:9]([C:22]2[O:23][C:24]([C:27](=[O:32])[C:28]([F:31])([F:29])[F:30])=[CH:25][N:26]=2)=[O:8])[CH:21]=[CH:20][CH:19]=[CH:18][CH:17]=1. No catalyst specified. The reactants are [Si]([O:8][CH:9]([C:22]1[O:23][C:24]([C:27](=[O:32])[C:28]([F:31])([F:30])[F:29])=[CH:25][N:26]=1)[CH2:10][CH2:11][CH2:12][CH2:13][CH2:14][CH2:15][C:16]1[CH:21]=[CH:20][CH:19]=[CH:18][CH:17]=1)(C(C)(C)C)(C)C.[Si](OC(C1OC=CN=1)CCCCCCC1C=CC=CC=1)(C(C)(C)C)(C)C.CN(C)C(=O)C(F)(F)F. The yield is 0.580. (3) The catalyst is C(OCC)(=O)C. The yield is 0.350. The reactants are Cl[C:2]1[CH:7]=[C:6]([C:8]2[NH:16][C:15]3[CH2:14][CH2:13][NH:12][C:11](=[O:17])[C:10]=3[CH:9]=2)[CH:5]=[CH:4][N:3]=1.[CH:18]1([NH2:23])[CH2:22][CH2:21][CH2:20][CH2:19]1. The product is [CH:18]1([NH:23][C:2]2[CH:7]=[C:6]([C:8]3[NH:16][C:15]4[CH2:14][CH2:13][NH:12][C:11](=[O:17])[C:10]=4[CH:9]=3)[CH:5]=[CH:4][N:3]=2)[CH2:22][CH2:21][CH2:20][CH2:19]1. (4) The reactants are [Br:1][C:2]1[C:10]2[C:5](=[CH:6][CH:7]=[CH:8][C:9]=2[F:11])[NH:4][N:3]=1.[Cl:12][C:13]1[CH:21]=[CH:20][CH:19]=[C:18]([C:22]([F:25])([F:24])[F:23])[C:14]=1[C:15](Cl)=[O:16]. The catalyst is CN(C1C=CN=CC=1)C.O. The product is [Br:1][C:2]1[C:10]2[C:5](=[CH:6][CH:7]=[CH:8][C:9]=2[F:11])[N:4]([C:15]([C:14]2[C:18]([C:22]([F:23])([F:24])[F:25])=[CH:19][CH:20]=[CH:21][C:13]=2[Cl:12])=[O:16])[N:3]=1. The yield is 0.450. (5) The reactants are C([O:3][C:4](=O)[NH:5][CH2:6][CH2:7][C:8]1[CH:13]=[CH:12][CH:11]=[CH:10][C:9]=1[C:14]([F:17])([F:16])[F:15])C.O=P12OP3(OP(OP(O3)(O1)=O)(=O)O2)=O. The catalyst is O=P(Cl)(Cl)Cl. The product is [F:15][C:14]([F:17])([F:16])[C:9]1[CH:10]=[CH:11][CH:12]=[C:13]2[C:8]=1[CH2:7][CH2:6][NH:5][C:4]2=[O:3]. The yield is 0.0910. (6) The reactants are C([O-])(=O)C.[NH4+:5].[BH4-].[Na+].[Cl:8][C:9]1[N:10]=[CH:11][N:12]([C:14]2[CH:19]=[CH:18][C:17]([NH:20][C:21]3[S:22][C:23]4[CH2:29][C:28](=O)[CH2:27][CH:26]([C:31]5[CH:36]=[CH:35][C:34]([F:37])=[CH:33][CH:32]=5)[C:24]=4[N:25]=3)=[CH:16][C:15]=2[O:38][CH3:39])[CH:13]=1.Cl.[BH4-]. The catalyst is CO. The product is [Cl:8][C:9]1[N:10]=[CH:11][N:12]([C:14]2[CH:19]=[CH:18][C:17]([NH:20][C:21]3[S:22][C:23]4[CH2:29][CH:28]([NH2:5])[CH2:27][CH:26]([C:31]5[CH:36]=[CH:35][C:34]([F:37])=[CH:33][CH:32]=5)[C:24]=4[N:25]=3)=[CH:16][C:15]=2[O:38][CH3:39])[CH:13]=1. The yield is 0.377.